This data is from Catalyst prediction with 721,799 reactions and 888 catalyst types from USPTO. The task is: Predict which catalyst facilitates the given reaction. (1) Reactant: [CH2:1]([C:4]1[CH:8]=[C:7]([C:9]([OH:11])=O)[O:6][N:5]=1)[CH2:2][CH3:3].CN(C(ON1N=NC2C=CC=NC1=2)=[N+](C)C)C.F[P-](F)(F)(F)(F)F.[NH2:36][C@H:37]([CH2:46][C:47]1[CH:52]=[CH:51][C:50]([C:53]2[CH:58]=[C:57]([Cl:59])[CH:56]=[CH:55][C:54]=2[F:60])=[CH:49][CH:48]=1)[CH2:38][C@:39]([CH2:44][OH:45])([CH3:43])[C:40]([OH:42])=[O:41].CCN(C(C)C)C(C)C. Product: [Cl:59][C:57]1[CH:56]=[CH:55][C:54]([F:60])=[C:53]([C:50]2[CH:49]=[CH:48][C:47]([CH2:46][C@@H:37]([NH:36][C:9]([C:7]3[O:6][N:5]=[C:4]([CH2:1][CH2:2][CH3:3])[CH:8]=3)=[O:11])[CH2:38][C@:39]([CH2:44][OH:45])([CH3:43])[C:40]([OH:42])=[O:41])=[CH:52][CH:51]=2)[CH:58]=1. The catalyst class is: 3. (2) Reactant: C([O:8][C:9]1[CH:10]=[CH:11][C:12]([S:22](=[O:35])(=[O:34])[NH:23][C:24]2[CH:25]=[CH:26][C:27]3[CH2:31][O:30][B:29]([OH:32])[C:28]=3[CH:33]=2)=[C:13]([NH:15][C:16](=[O:21])[CH2:17][N:18]([CH3:20])[CH3:19])[CH:14]=1)C1C=CC=CC=1. Product: [CH3:19][N:18]([CH3:20])[CH2:17][C:16]([NH:15][C:13]1[CH:14]=[C:9]([OH:8])[CH:10]=[CH:11][C:12]=1[S:22](=[O:35])(=[O:34])[NH:23][C:24]1[CH:25]=[CH:26][C:27]2[CH2:31][O:30][B:29]([OH:32])[C:28]=2[CH:33]=1)=[O:21]. The catalyst class is: 19. (3) Reactant: I[CH2:2][C@H:3]([NH:8][S:9]([C:12]1[CH:18]=[CH:17][C:15]([CH3:16])=[CH:14][CH:13]=1)(=[O:11])=[O:10])[CH2:4][C:5]([OH:7])=[O:6].[N-:19]=[N+:20]=[N-:21].[Na+]. Product: [CH2:14]([O:7][C:5](=[O:6])[CH2:4][C@@H:3]([NH:8][S:9]([C:12]1[CH:18]=[CH:17][C:15]([CH3:16])=[CH:14][CH:13]=1)(=[O:11])=[O:10])[CH2:2][N:19]=[N+:20]=[N-:21])[CH:15]([CH3:17])[CH3:16]. The catalyst class is: 144.